This data is from Full USPTO retrosynthesis dataset with 1.9M reactions from patents (1976-2016). The task is: Predict the reactants needed to synthesize the given product. Given the product [F:23][C:12]1[CH:11]=[C:10]2[C:15]([C:16]([C:18]([O:20][CH2:21][CH3:22])=[O:19])=[N:17][C:8]([C:4]3[CH:5]=[CH:6][CH:7]=[C:2]([C:33]#[C:32][C@:30]([OH:34])([C:28]4[O:29][C:25]([CH3:24])=[CH:26][N:27]=4)[CH3:31])[CH:3]=3)=[N:9]2)=[CH:14][CH:13]=1, predict the reactants needed to synthesize it. The reactants are: Br[C:2]1[CH:3]=[C:4]([C:8]2[N:17]=[C:16]([C:18]([O:20][CH2:21][CH3:22])=[O:19])[C:15]3[C:10](=[CH:11][C:12]([F:23])=[CH:13][CH:14]=3)[N:9]=2)[CH:5]=[CH:6][CH:7]=1.[CH3:24][C:25]1[O:29][C:28]([C@@:30]([OH:34])([C:32]#[CH:33])[CH3:31])=[N:27][CH:26]=1.